From a dataset of Forward reaction prediction with 1.9M reactions from USPTO patents (1976-2016). Predict the product of the given reaction. (1) The product is: [CH2:1]([O:8][C:9]1[CH:27]=[C:26]2[C:12]([CH2:13][C:14]3[C:18]([C:19]4[CH:20]=[CH:21][C:22]([Br:25])=[CH:23][CH:24]=4)=[N:17][N:16]([CH2:37][O:36][CH2:35][CH2:34][Si:33]([CH3:40])([CH3:39])[CH3:32])[C:15]=32)=[CH:11][C:10]=1[O:28][CH3:29])[C:2]1[CH:3]=[CH:4][CH:5]=[CH:6][CH:7]=1. Given the reactants [CH2:1]([O:8][C:9]1[CH:27]=[C:26]2[C:12]([CH2:13][C:14]3[C:18]([C:19]4[CH:24]=[CH:23][C:22]([Br:25])=[CH:21][CH:20]=4)=[N:17][NH:16][C:15]=32)=[CH:11][C:10]=1[O:28][CH3:29])[C:2]1[CH:7]=[CH:6][CH:5]=[CH:4][CH:3]=1.[H-].[Na+].[CH3:32][Si:33]([CH3:40])([CH3:39])[CH2:34][CH2:35][O:36][CH2:37]Cl, predict the reaction product. (2) Given the reactants O1CCCC1.[C:6]([O:11][CH2:12][CH2:13][CH2:14][CH2:15][CH2:16][CH2:17][CH2:18][CH2:19][O:20][C:21](=[O:34])[C:22]1[CH:27]=[C:26]([N+:28]([O-])=O)[CH:25]=[C:24]([N+:31]([O-])=O)[CH:23]=1)(=[O:10])[C:7]([CH3:9])=[CH2:8].[OH-].[Na+], predict the reaction product. The product is: [C:6]([O:11][CH2:12][CH2:13][CH2:14][CH2:15][CH2:16][CH2:17][CH2:18][CH2:19][O:20][C:21](=[O:34])[C:22]1[CH:27]=[C:26]([NH2:28])[CH:25]=[C:24]([NH2:31])[CH:23]=1)(=[O:10])[C:7]([CH3:9])=[CH2:8]. (3) Given the reactants [C-]#[N:2].[Na+].S(=O)(=O)(O)O.[C-]#N.[Na+].C[C:13]([OH:15])=O.[CH3:16][C:17](O)([CH3:25])[CH2:18][C:19]1[CH:24]=[CH:23][CH:22]=[CH:21][CH:20]=1.C([O-])([O-])=O.[Na+].[Na+], predict the reaction product. The product is: [CH3:16][C:17]([NH:2][CH:13]=[O:15])([CH3:25])[CH2:18][C:19]1[CH:24]=[CH:23][CH:22]=[CH:21][CH:20]=1. (4) Given the reactants [C:1]([O:5][C:6]([C:8]1[C:9]([C:23]2[CH:28]=[CH:27][C:26]([C:29]3([C:32]([O:34][CH2:35][CH3:36])=[O:33])[CH2:31][CH2:30]3)=[CH:25][CH:24]=2)=[CH:10][CH:11]=[C:12](B2OC(C)(C)C(C)(C)O2)[CH:13]=1)=[O:7])([CH3:4])([CH3:3])[CH3:2].Br[C:38]1[S:39][CH:40]=[CH:41][C:42]=1[C:43]([NH2:45])=[O:44].C(=O)([O-])[O-].[Na+].[Na+].O, predict the reaction product. The product is: [C:1]([O:5][C:6]([C:8]1[C:9]([C:23]2[CH:28]=[CH:27][C:26]([C:29]3([C:32]([O:34][CH2:35][CH3:36])=[O:33])[CH2:30][CH2:31]3)=[CH:25][CH:24]=2)=[CH:10][CH:11]=[C:12]([C:38]2[S:39][CH:40]=[CH:41][C:42]=2[C:43](=[O:44])[NH2:45])[CH:13]=1)=[O:7])([CH3:3])([CH3:4])[CH3:2]. (5) Given the reactants C1COCC1.[CH3:6][O:7][C:8]1[C:9]2([CH2:29][CH:30]=[C:31]([CH3:33])[CH3:32])[C:17]([O:20][CH3:21])([O:18][CH3:19])[C:13]3([C:14](=[O:16])[CH:15]=1)[CH:11]([C:12]3([CH3:28])[CH2:22][CH2:23][CH:24]=[C:25]([CH3:27])[CH3:26])[CH2:10]2.Cl[Si:35]([CH3:38])([CH3:37])[CH3:36].C([N-]C(C)C)(C)C.[Li+], predict the reaction product. The product is: [CH3:6][O:7][C:8]1[C:9]2([CH2:29][CH:30]=[C:31]([CH3:33])[CH3:32])[C:17]([O:18][CH3:19])([O:20][CH3:21])[C:13]3([C:14](=[O:16])[C:15]=1[Si:35]([CH3:38])([CH3:37])[CH3:36])[CH:11]([C:12]3([CH3:28])[CH2:22][CH2:23][CH:24]=[C:25]([CH3:27])[CH3:26])[CH2:10]2. (6) Given the reactants [CH3:1][C:2]([Si:5](Cl)([CH3:7])[CH3:6])([CH3:4])[CH3:3].CCN(CC)CC.[Br:16][C:17]1[CH:18]=[C:19]([CH2:23][OH:24])[CH:20]=[CH:21][CH:22]=1.Cl, predict the reaction product. The product is: [Br:16][C:17]1[CH:18]=[C:19]([CH2:23][O:24][Si:5]([C:2]([CH3:4])([CH3:3])[CH3:1])([CH3:7])[CH3:6])[CH:20]=[CH:21][CH:22]=1. (7) Given the reactants [CH2:1]([O:6][C:7]1[CH:8]=[C:9]([CH:12]=[CH:13][C:14]=1[O:15][CH2:16][CH2:17][CH:18]([CH3:20])[CH3:19])[CH:10]=[O:11])[CH2:2][CH:3]([CH3:5])[CH3:4].P([O-])(O)(O)=[O:22].[Na+].Cl([O-])=O.[Na+].Cl, predict the reaction product. The product is: [CH2:1]([O:6][C:7]1[CH:8]=[C:9]([CH:12]=[CH:13][C:14]=1[O:15][CH2:16][CH2:17][CH:18]([CH3:20])[CH3:19])[C:10]([OH:22])=[O:11])[CH2:2][CH:3]([CH3:5])[CH3:4]. (8) Given the reactants [CH3:1][C:2]1([CH3:31])[O:6][C:5](=[O:7])[C@H:4]([CH2:8][N:9]([C:14]2[CH:19]=[CH:18][C:17]([O:20][C:21]3[CH:26]=[CH:25][C:24]([C:27]([F:30])([F:29])[F:28])=[CH:23][CH:22]=3)=[CH:16][CH:15]=2)[S:10]([CH3:13])(=[O:12])=[O:11])[O:3]1.[CH2:32]([SiH](CC)CC)C.CO.CCOCC.O, predict the reaction product. The product is: [CH3:1][CH:2]([O:3][C@@H:4]([CH2:8][N:9]([C:14]1[CH:19]=[CH:18][C:17]([O:20][C:21]2[CH:26]=[CH:25][C:24]([C:27]([F:29])([F:28])[F:30])=[CH:23][CH:22]=2)=[CH:16][CH:15]=1)[S:10]([CH3:13])(=[O:11])=[O:12])[C:5]([O:6][CH3:32])=[O:7])[CH3:31].